Dataset: HIV replication inhibition screening data with 41,000+ compounds from the AIDS Antiviral Screen. Task: Binary Classification. Given a drug SMILES string, predict its activity (active/inactive) in a high-throughput screening assay against a specified biological target. (1) The molecule is O=c1c2ccccc2c2nc3ccccc3nc2n1C1CCCCC1. The result is 0 (inactive). (2) The compound is COc1ccc(C2=NNC(=O)C2(C)Br)cc1. The result is 0 (inactive). (3) The compound is COc1ccccc1C1c2cc3c(cc2OC(N2CCOCC2)C1C)OCO3. The result is 0 (inactive).